Dataset: Reaction yield outcomes from USPTO patents with 853,638 reactions. Task: Predict the reaction yield, written as a fraction of the theoretical maximum amount of product (1.0 means a 100% yield; for example, 0.34 means a 34% yield). (1) The product is [Cl:34][C:23]1[CH:22]=[C:21]([NH:20][C:2]2[C:11]3[C:6](=[CH:7][CH:8]=[CH:9][C:10]=3[O:12][CH:13]3[CH2:18][CH2:17][N:16]([CH3:19])[CH2:15][CH2:14]3)[N:5]=[CH:4][N:3]=2)[CH:33]=[CH:32][C:24]=1[C:25]([O:27][C:28]([CH3:31])([CH3:30])[CH3:29])=[O:26]. The reactants are Cl[C:2]1[C:11]2[C:6](=[CH:7][CH:8]=[CH:9][C:10]=2[O:12][CH:13]2[CH2:18][CH2:17][N:16]([CH3:19])[CH2:15][CH2:14]2)[N:5]=[CH:4][N:3]=1.[NH2:20][C:21]1[CH:33]=[CH:32][C:24]([C:25]([O:27][C:28]([CH3:31])([CH3:30])[CH3:29])=[O:26])=[C:23]([Cl:34])[CH:22]=1.Cl. The yield is 0.520. The catalyst is CC(N(C)C)=O.O1CCOCC1.CC(C)=O. (2) The reactants are [C:1](Cl)(Cl)=[S:2].Cl.[C:6]1([C:12]2[CH:13]=[C:14]([CH:17]=[CH:18][CH:19]=2)[CH2:15][NH2:16])[CH:11]=[CH:10][CH:9]=[CH:8][CH:7]=1.CCN(C(C)C)C(C)C.[OH-].[Na+]. No catalyst specified. The product is [N:16]([CH2:15][C:14]1[CH:17]=[CH:18][CH:19]=[C:12]([C:6]2[CH:11]=[CH:10][CH:9]=[CH:8][CH:7]=2)[CH:13]=1)=[C:1]=[S:2]. The yield is 1.00. (3) The catalyst is CS(C)=O. The product is [O:7]1[CH2:8][CH2:9][O:10][C:5]2[CH:4]=[C:3]([CH2:2][C:13]#[N:14])[CH:12]=[CH:11][C:6]1=2. The yield is 0.860. The reactants are Cl[CH2:2][C:3]1[CH:12]=[CH:11][C:6]2[O:7][CH2:8][CH2:9][O:10][C:5]=2[CH:4]=1.[C-:13]#[N:14].[Na+].O.